This data is from Peptide-MHC class II binding affinity with 134,281 pairs from IEDB. The task is: Regression. Given a peptide amino acid sequence and an MHC pseudo amino acid sequence, predict their binding affinity value. This is MHC class II binding data. (1) The peptide sequence is IHLVIHRIRTLIGQE. The MHC is HLA-DQA10601-DQB10402 with pseudo-sequence HLA-DQA10601-DQB10402. The binding affinity (normalized) is 0.710. (2) The peptide sequence is KEVEEAWASACGGTG. The MHC is DRB1_0101 with pseudo-sequence DRB1_0101. The binding affinity (normalized) is 0.215. (3) The peptide sequence is YFESFVREFVATART. The MHC is DRB3_0101 with pseudo-sequence DRB3_0101. The binding affinity (normalized) is 0.222. (4) The peptide sequence is ILVTVNPIASTNDDE. The MHC is DRB5_0101 with pseudo-sequence DRB5_0101. The binding affinity (normalized) is 0.545. (5) The peptide sequence is FERLAITKGKVDPTD. The MHC is DRB1_0301 with pseudo-sequence DRB1_0301. The binding affinity (normalized) is 0.197. (6) The peptide sequence is VKVLRPAPGGKAYMD. The MHC is DRB1_1101 with pseudo-sequence DRB1_1101. The binding affinity (normalized) is 0.756. (7) The peptide sequence is DIHRLEPVKCDTLLC. The MHC is HLA-DQA10201-DQB10303 with pseudo-sequence HLA-DQA10201-DQB10303. The binding affinity (normalized) is 0.424. (8) The peptide sequence is GELQIVDKIKAAFKI. The MHC is DRB3_0101 with pseudo-sequence DRB3_0101. The binding affinity (normalized) is 0.658. (9) The peptide sequence is SWPDLDLKPGAAWTV. The MHC is DRB1_0701 with pseudo-sequence DRB1_0701. The binding affinity (normalized) is 0.522. (10) The peptide sequence is KEAFHGLDVKFHTQA. The MHC is DRB1_1301 with pseudo-sequence DRB1_1301. The binding affinity (normalized) is 0.517.